This data is from Full USPTO retrosynthesis dataset with 1.9M reactions from patents (1976-2016). The task is: Predict the reactants needed to synthesize the given product. (1) Given the product [F:24][C:21]1([F:23])[O:20][C:19]2[CH:25]=[C:26]([CH3:27])[C:16]([C:13]3[S:12][C:11]([NH:10][CH2:8][C:7]4[C:6]([F:28])=[CH:5][N:4]=[CH:3][C:2]=4[F:1])=[N:15][CH:14]=3)=[CH:17][C:18]=2[O:22]1, predict the reactants needed to synthesize it. The reactants are: [F:1][C:2]1[CH:3]=[N:4][CH:5]=[C:6]([F:28])[C:7]=1[C:8]([NH:10][C:11]1[S:12][C:13]([C:16]2[C:26]([CH3:27])=[CH:25][C:19]3[O:20][C:21]([F:24])([F:23])[O:22][C:18]=3[CH:17]=2)=[CH:14][N:15]=1)=O.Cl.C(OCC)(=O)C. (2) Given the product [CH:31]([N:14]([CH2:13][C@@H:11]1[CH2:12][NH:8][CH2:9][C@H:10]1[O:34][C:36](=[O:37])[NH:35][CH2:38][C:39]1[CH:44]=[CH:43][C:42]([O:45][CH3:46])=[CH:41][CH:40]=1)[C:15](=[O:30])[C:16]1[CH:21]=[CH:20][C:19]([O:22][CH3:23])=[C:18]([O:24][CH2:25][CH2:26][CH2:27][O:28][CH3:29])[CH:17]=1)([CH3:32])[CH3:33], predict the reactants needed to synthesize it. The reactants are: C(OC([N:8]1[CH2:12][C@@H:11]([CH2:13][N:14]([CH:31]([CH3:33])[CH3:32])[C:15](=[O:30])[C:16]2[CH:21]=[CH:20][C:19]([O:22][CH3:23])=[C:18]([O:24][CH2:25][CH2:26][CH2:27][O:28][CH3:29])[CH:17]=2)[C@H:10]([OH:34])[CH2:9]1)=O)(C)(C)C.[N:35]([CH2:38][C:39]1[CH:44]=[CH:43][C:42]([O:45][CH3:46])=[CH:41][CH:40]=1)=[C:36]=[O:37].CC#N.O.CC#N. (3) Given the product [NH:8]1[CH2:13][CH2:12][CH2:11][C@H:10]2[CH2:14][N:15]([C:17]3[C:26]([O:27][CH3:28])=[C:25]4[C:20]([C:21](=[O:59])[C:22]([C:32](=[O:58])[S:33][CH2:34][CH2:35][CH2:36][CH:37]([P:48]([OH:54])([OH:50])=[O:49])[P:38]([OH:40])([OH:44])=[O:39])=[CH:23][N:24]4[CH:29]4[CH2:30][CH2:31]4)=[CH:19][C:18]=3[F:60])[CH2:16][C@@H:9]12, predict the reactants needed to synthesize it. The reactants are: C(OC([N:8]1[CH2:13][CH2:12][CH2:11][C@H:10]2[CH2:14][N:15]([C:17]3[C:26]([O:27][CH3:28])=[C:25]4[C:20]([C:21](=[O:59])[C:22]([C:32](=[O:58])[S:33][CH2:34][CH2:35][CH2:36][CH:37]([P:48]([O:54]C(C)C)([O:50]C(C)C)=[O:49])[P:38]([O:44]C(C)C)([O:40]C(C)C)=[O:39])=[CH:23][N:24]4[CH:29]4[CH2:31][CH2:30]4)=[CH:19][C:18]=3[F:60])[CH2:16][C@@H:9]12)=O)(C)(C)C.C[Si](Br)(C)C.